The task is: Predict which catalyst facilitates the given reaction.. This data is from Catalyst prediction with 721,799 reactions and 888 catalyst types from USPTO. (1) Reactant: [C:1]([C:4]1[CH:5]=[C:6]2[C:11](=[CH:12][CH:13]=1)[CH:10]=[N:9][CH:8]=[C:7]2[N:14]1[CH2:19][CH2:18][CH2:17][CH:16]([CH2:20][O:21][CH2:22][CH2:23][NH:24]C(=O)OC(C)(C)C)[CH2:15]1)(=[O:3])[NH2:2].[ClH:32].O1CCOCC1. Product: [ClH:32].[NH2:24][CH2:23][CH2:22][O:21][CH2:20][CH:16]1[CH2:17][CH2:18][CH2:19][N:14]([C:7]2[C:6]3[C:11](=[CH:12][CH:13]=[C:4]([C:1]([NH2:2])=[O:3])[CH:5]=3)[CH:10]=[N:9][CH:8]=2)[CH2:15]1. The catalyst class is: 12. (2) Reactant: [Cl:1][C:2]1[CH:7]=[CH:6][C:5]([S:8]([C:11]23[CH2:26][CH2:25][CH:24]([O:27][CH2:28][CH2:29][OH:30])[CH2:23][CH:12]2[CH2:13][O:14][C:15]2[C:20]3=[C:19]([F:21])[CH:18]=[CH:17][C:16]=2[F:22])(=[O:10])=[O:9])=[CH:4][CH:3]=1.CCN(CC)CC.[CH3:38][S:39](Cl)(=[O:41])=[O:40]. Product: [Cl:1][C:2]1[CH:3]=[CH:4][C:5]([S:8]([C:11]23[CH2:26][CH2:25][CH:24]([O:27][CH2:28][CH2:29][O:30][S:39]([CH3:38])(=[O:41])=[O:40])[CH2:23][CH:12]2[CH2:13][O:14][C:15]2[C:20]3=[C:19]([F:21])[CH:18]=[CH:17][C:16]=2[F:22])(=[O:9])=[O:10])=[CH:6][CH:7]=1. The catalyst class is: 2. (3) Reactant: [CH2:1]([SH:3])[CH3:2].[CH3:4][S:5]([C:8]1[CH:15]=[CH:14][C:11]([CH2:12]Cl)=[CH:10][CH:9]=1)(=[O:7])=[O:6].C(=O)([O-])[O-].[Cs+].[Cs+].O. Product: [CH2:1]([S:3][CH2:12][C:11]1[CH:10]=[CH:9][C:8]([S:5]([CH3:4])(=[O:7])=[O:6])=[CH:15][CH:14]=1)[CH3:2]. The catalyst class is: 3. (4) Reactant: F[C@H:2]1[CH2:6][CH2:5][N:4]([C:7]2[C:12]([CH2:13][O:14][C:15]3[C:24]4[C:23](=[O:25])OC(C)(C)[O:20][C:19]=4[CH:18]=[CH:17][CH:16]=3)=[CH:11][CH:10]=[CH:9][N:8]=2)[CH2:3]1.CC(C[AlH]CC(C)C)C.CO.[C:39]([CH:42](C(C([O-])=O)O)O)([O-])=[O:40].[Na+].[K+]. Product: [CH:6]12[O:40][CH:39]([CH2:3][CH2:2]1)[CH2:42][N:4]([C:7]1[C:12]([CH2:13][O:14][C:15]3[CH:16]=[CH:17][CH:18]=[C:19]([OH:20])[C:24]=3[CH:23]=[O:25])=[CH:11][CH:10]=[CH:9][N:8]=1)[CH2:5]2. The catalyst class is: 2.